This data is from Catalyst prediction with 721,799 reactions and 888 catalyst types from USPTO. The task is: Predict which catalyst facilitates the given reaction. The catalyst class is: 1. Reactant: [CH:1]1([S:6][CH:7]([C:11]2[CH:16]=[CH:15][C:14]([Cl:17])=[C:13]([Cl:18])[CH:12]=2)[C:8]([OH:10])=O)[CH2:5][CH2:4][CH2:3][CH2:2]1.[NH2:19][C:20]1[S:21][C:22]([Br:25])=[CH:23][N:24]=1. Product: [Br:25][C:22]1[S:21][C:20]([NH:19][C:8](=[O:10])[CH:7]([S:6][CH:1]2[CH2:2][CH2:3][CH2:4][CH2:5]2)[C:11]2[CH:16]=[CH:15][C:14]([Cl:17])=[C:13]([Cl:18])[CH:12]=2)=[N:24][CH:23]=1.